This data is from Merck oncology drug combination screen with 23,052 pairs across 39 cell lines. The task is: Regression. Given two drug SMILES strings and cell line genomic features, predict the synergy score measuring deviation from expected non-interaction effect. (1) Drug 1: CN1C(=O)C=CC2(C)C3CCC4(C)C(NC(=O)OCC(F)(F)F)CCC4C3CCC12. Drug 2: O=C(O)C1(Cc2cccc(Nc3nccs3)n2)CCC(Oc2cccc(Cl)c2F)CC1. Cell line: EFM192B. Synergy scores: synergy=5.92. (2) Drug 1: CCC1(O)CC2CN(CCc3c([nH]c4ccccc34)C(C(=O)OC)(c3cc4c(cc3OC)N(C)C3C(O)(C(=O)OC)C(OC(C)=O)C5(CC)C=CCN6CCC43C65)C2)C1. Drug 2: CC(C)CC(NC(=O)C(Cc1ccccc1)NC(=O)c1cnccn1)B(O)O. Cell line: HCT116. Synergy scores: synergy=-14.0.